Dataset: Retrosynthesis with 50K atom-mapped reactions and 10 reaction types from USPTO. Task: Predict the reactants needed to synthesize the given product. (1) Given the product N#Cc1cc2ccc(N)cc2[nH]1, predict the reactants needed to synthesize it. The reactants are: N#Cc1cc2ccc([N+](=O)[O-])cc2[nH]1. (2) Given the product COC(=O)c1ccnc(Cc2ccccc2C(F)(F)F)c1, predict the reactants needed to synthesize it. The reactants are: COC(=O)c1ccnc(Cl)c1.FC(F)(F)c1ccccc1C[Zn+]. (3) Given the product Nc1ccc(N2CCCN(CCO)C2=O)cc1, predict the reactants needed to synthesize it. The reactants are: O=C1N(CCO)CCCN1c1ccc([N+](=O)[O-])cc1. (4) The reactants are: CC(C)[C@]1(C(=O)N2CCN(c3cccc(C(F)(F)F)n3)CC2)CC[C@@H](N)C1.COC1COCCC1=O. Given the product COC1COCCC1N[C@@H]1CC[C@@](C(=O)N2CCN(c3cccc(C(F)(F)F)n3)CC2)(C(C)C)C1, predict the reactants needed to synthesize it. (5) Given the product Cc1c(C2CCC(Cc3ccccc3)(N(C)C)CC2)[nH]c2ccc(OC(F)(F)F)cc12, predict the reactants needed to synthesize it. The reactants are: Cc1c(C2=CCC(Cc3ccccc3)(N(C)C)CC2)[nH]c2ccc(OC(F)(F)F)cc12. (6) Given the product O=Cc1sccc1Sc1cccs1, predict the reactants needed to synthesize it. The reactants are: O=Cc1sccc1Cl.Sc1cccs1. (7) Given the product O=C(O)c1cc2c([nH]1)C(Cc1cccc(Cl)c1)CC2, predict the reactants needed to synthesize it. The reactants are: COC(=O)c1cc2c([nH]1)C(Cc1cccc(Cl)c1)CC2. (8) Given the product FC(F)(F)c1ccc(CNc2nc(Nc3ccc4[nH]cc(C5=CCNCC5)c4c3)ncc2Br)cc1, predict the reactants needed to synthesize it. The reactants are: CC(C)(C)OC(=O)N1CC=C(c2c[nH]c3ccc(Nc4ncc(Br)c(NCc5ccc(C(F)(F)F)cc5)n4)cc23)CC1. (9) Given the product NCC1CCCN1Cc1ccccc1, predict the reactants needed to synthesize it. The reactants are: [N-]=[N+]=NCC1CCCN1Cc1ccccc1.